From a dataset of Catalyst prediction with 721,799 reactions and 888 catalyst types from USPTO. Predict which catalyst facilitates the given reaction. (1) Product: [CH:1]1([CH2:4][C:5]([C:9]2[CH:10]=[N:11][C:12]([CH:15]([F:16])[F:17])=[N:13][CH:14]=2)([CH3:8])[CH2:6][NH2:7])[CH2:3][CH2:2]1. The catalyst class is: 94. Reactant: [CH:1]1([CH2:4][C:5]([C:9]2[CH:10]=[N:11][C:12]([CH:15]([F:17])[F:16])=[N:13][CH:14]=2)([CH3:8])[C:6]#[N:7])[CH2:3][CH2:2]1.N.O.OCC1(OC[C@@H](O)[C@@H](O)[C@H]1O)O. (2) Reactant: [F:1][C:2]1[C:7]([F:8])=[CH:6][CH:5]=[CH:4][C:3]=1[CH2:9][CH2:10][C:11]([OH:13])=O.C(Cl)[Cl:15].C(Cl)(=O)C(Cl)=O. Product: [F:1][C:2]1[C:7]([F:8])=[CH:6][CH:5]=[CH:4][C:3]=1[CH2:9][CH2:10][C:11]([Cl:15])=[O:13]. The catalyst class is: 3.